Predict the product of the given reaction. From a dataset of Forward reaction prediction with 1.9M reactions from USPTO patents (1976-2016). (1) The product is: [F:26][C:27]([F:36])([F:37])[O:28][C:29]1[CH:30]=[CH:31][C:32]([NH:35][C:21]([C:18]2[S:19][CH:20]=[C:16]([CH2:15][O:14][C:13]3[CH:12]=[CH:11][C:10]([CH2:9][CH2:8][CH2:7][CH2:6][N:1]4[CH:5]=[CH:4][N:3]=[N:2]4)=[CH:25][CH:24]=3)[N:17]=2)=[O:23])=[CH:33][CH:34]=1. Given the reactants [N:1]1([CH2:6][CH2:7][CH2:8][CH2:9][C:10]2[CH:25]=[CH:24][C:13]([O:14][CH2:15][C:16]3[N:17]=[C:18]([C:21]([OH:23])=O)[S:19][CH:20]=3)=[CH:12][CH:11]=2)[CH:5]=[CH:4][N:3]=[N:2]1.[F:26][C:27]([F:37])([F:36])[O:28][C:29]1[CH:34]=[CH:33][C:32]([NH2:35])=[CH:31][CH:30]=1, predict the reaction product. (2) Given the reactants [NH2:1][C@H:2]([C:4]([OH:6])=[O:5])[CH3:3].O=S(Cl)[Cl:9].[CH2:11](O)[CH:12]([CH3:14])[CH3:13], predict the reaction product. The product is: [ClH:9].[NH2:1][C@@H:2]([CH3:3])[C:4]([O:6][CH2:11][CH:12]([CH3:14])[CH3:13])=[O:5]. (3) Given the reactants [Br:1][C:2]1[CH:3]=[N:4][C:5]2[N:6]([N:8]=[C:9]([C:11]([OH:13])=O)[CH:10]=2)[CH:7]=1.[Cl:14][C:15]1[CH:20]=[CH:19][CH:18]=[CH:17][C:16]=1[C:21]1[CH2:22][CH2:23][NH:24][CH2:25][CH:26]=1, predict the reaction product. The product is: [Br:1][C:2]1[CH:3]=[N:4][C:5]2[N:6]([N:8]=[C:9]([C:11]([N:24]3[CH2:23][CH:22]=[C:21]([C:16]4[CH:17]=[CH:18][CH:19]=[CH:20][C:15]=4[Cl:14])[CH2:26][CH2:25]3)=[O:13])[CH:10]=2)[CH:7]=1. (4) Given the reactants [C:1]12([NH:11][C:12]([C:14]3[N:15]=[C:16]([CH:23]4[CH2:27][CH2:26][CH2:25][N:24]4C(OCC4C=CC=CC=4)=O)[N:17]4[CH:22]=[CH:21][CH:20]=[CH:19][C:18]=34)=[O:13])[CH2:10][CH:5]3[CH2:6][CH:7]([CH2:9][CH:3]([CH2:4]3)[CH2:2]1)[CH2:8]2.I[Si](C)(C)C.Cl.CCOCC, predict the reaction product. The product is: [C:1]12([NH:11][C:12]([C:14]3[N:15]=[C:16]([CH:23]4[CH2:27][CH2:26][CH2:25][NH:24]4)[N:17]4[CH:22]=[CH:21][CH:20]=[CH:19][C:18]=34)=[O:13])[CH2:10][CH:5]3[CH2:6][CH:7]([CH2:9][CH:3]([CH2:4]3)[CH2:2]1)[CH2:8]2. (5) Given the reactants Cl.[CH2:2]([O:6][C:7]1[CH:12]=[CH:11][C:10]([S:13]([C:16]2([C:33]([NH:35][OH:36])=[O:34])[CH2:21][CH2:20][N:19]([CH2:22][C:23]3[CH:32]=[CH:31][CH:30]=[CH:29][C:24]=3C(OC)=O)[CH2:18][CH2:17]2)(=[O:15])=[O:14])=[CH:9][CH:8]=1)[C:3]#[C:4][CH3:5].[OH-:37].[NH4+:38].Cl.[Cl:40][CH2:41]Cl, predict the reaction product. The product is: [ClH:40].[NH2:38][C:41]([C:30]1[CH:31]=[CH:32][C:23]([CH2:22][N:19]2[CH2:18][CH2:17][C:16]([S:13]([C:10]3[CH:9]=[CH:8][C:7]([O:6][CH2:2][C:3]#[C:4][CH3:5])=[CH:12][CH:11]=3)(=[O:14])=[O:15])([C:33]([NH:35][OH:36])=[O:34])[CH2:21][CH2:20]2)=[CH:24][CH:29]=1)=[O:37]. (6) Given the reactants [CH3:1][O:2][C:3](=[O:22])[CH:4]([O:20][CH3:21])[CH2:5][C:6]1[CH:11]=[CH:10][C:9]([O:12]CC2C=CC=CC=2)=[CH:8][CH:7]=1, predict the reaction product. The product is: [CH3:1][O:2][C:3](=[O:22])[CH:4]([O:20][CH3:21])[CH2:5][C:6]1[CH:11]=[CH:10][C:9]([OH:12])=[CH:8][CH:7]=1. (7) Given the reactants [C:1]([O:5][C:6]([N:8]1[CH2:13][CH2:12][N:11]([C:14]2[C:19]([CH3:20])=[CH:18][C:17](Br)=[CH:16][N:15]=2)[CH2:10][CH2:9]1)=[O:7])([CH3:4])([CH3:3])[CH3:2].P([O-])([O-])([O-])=O.[K+].[K+].[K+].[CH:30](B1OC(C)(C)C(C)(C)O1)=[CH2:31].C1(C)C=CC=CC=1, predict the reaction product. The product is: [C:1]([O:5][C:6]([N:8]1[CH2:13][CH2:12][N:11]([C:14]2[C:19]([CH3:20])=[CH:18][C:17]([CH:30]=[CH2:31])=[CH:16][N:15]=2)[CH2:10][CH2:9]1)=[O:7])([CH3:4])([CH3:3])[CH3:2]. (8) Given the reactants [NH2:1][C:2]1[N:6]([CH3:7])[N:5]=[C:4]([C@@H:8]2[CH2:12][CH2:11][CH2:10][N:9]2[C:13]([O:15][C:16]([CH3:19])([CH3:18])[CH3:17])=[O:14])[CH:3]=1.[C:20](O)(=O)[CH2:21][SH:22].[Cl:25][C:26]1[CH:33]=[C:32]([Cl:34])[CH:31]=[CH:30][C:27]=1[CH:28]=O, predict the reaction product. The product is: [Cl:25][C:26]1[CH:33]=[C:32]([Cl:34])[CH:31]=[CH:30][C:27]=1[CH:28]1[S:22][CH2:21][CH2:20][NH:1][C:2]2[N:6]([CH3:7])[N:5]=[C:4]([C@@H:8]3[CH2:12][CH2:11][CH2:10][N:9]3[C:13]([O:15][C:16]([CH3:19])([CH3:18])[CH3:17])=[O:14])[C:3]1=2. (9) Given the reactants N(OC(C)(C)C)=O.[CH2:8]([O:10][C:11]([C:13]1[CH:14]=[C:15]([NH:19][C:20]2[N:25]=[C:24]([C:26]3[S:30][C:29](N)=[N:28][C:27]=3[C:32]([F:35])([F:34])[F:33])[CH:23]=[CH:22][N:21]=2)[CH:16]=[CH:17][CH:18]=1)=[O:12])[CH3:9].O.[ClH:37], predict the reaction product. The product is: [CH2:8]([O:10][C:11]([C:13]1[CH:14]=[C:15]([NH:19][C:20]2[N:25]=[C:24]([C:26]3[S:30][C:29]([Cl:37])=[N:28][C:27]=3[C:32]([F:35])([F:34])[F:33])[CH:23]=[CH:22][N:21]=2)[CH:16]=[CH:17][CH:18]=1)=[O:12])[CH3:9]. (10) Given the reactants [Sn](Cl)Cl.[F:4][C:5]1[CH:10]=[CH:9][C:8]([OH:11])=[C:7]([N+:12]([O-])=O)[CH:6]=1.[OH-].[Na+], predict the reaction product. The product is: [NH2:12][C:7]1[CH:6]=[C:5]([F:4])[CH:10]=[CH:9][C:8]=1[OH:11].